This data is from Forward reaction prediction with 1.9M reactions from USPTO patents (1976-2016). The task is: Predict the product of the given reaction. (1) The product is: [CH2:24]([N:15]1[C:16]2[C:11](=[C:10]([OH:38])[C:9]([C:7]([NH:6][CH2:5][CH2:4][C:3]([OH:39])=[O:2])=[O:8])=[N:18][C:17]=2[C:19]2[N:20]=[CH:21][S:22][CH:23]=2)[CH:12]=[C:13]([C:32]2[CH:37]=[CH:36][CH:35]=[CH:34][CH:33]=2)[C:14]1=[O:31])[C:25]1[CH:30]=[CH:29][CH:28]=[CH:27][CH:26]=1. Given the reactants C[O:2][C:3](=[O:39])[CH2:4][CH2:5][NH:6][C:7]([C:9]1[C:10]([OH:38])=[C:11]2[C:16](=[C:17]([C:19]3[N:20]=[CH:21][S:22][CH:23]=3)[N:18]=1)[N:15]([CH2:24][C:25]1[CH:30]=[CH:29][CH:28]=[CH:27][CH:26]=1)[C:14](=[O:31])[C:13]([C:32]1[CH:37]=[CH:36][CH:35]=[CH:34][CH:33]=1)=[CH:12]2)=[O:8].[OH-].[Na+].CO.C1COCC1, predict the reaction product. (2) Given the reactants [C:1]1(=[O:11])[C:10]2[CH:9]=[CH:8][N:7]=[CH:6][C:5]=2[CH2:4][CH2:3][O:2]1.[CH3:12][O:13][C:14]1[CH:21]=[CH:20][C:17]([CH2:18][NH2:19])=[CH:16][CH:15]=1, predict the reaction product. The product is: [OH:2][CH2:3][CH2:4][C:5]1[CH:6]=[N:7][CH:8]=[CH:9][C:10]=1[C:1]([NH:19][CH2:18][C:17]1[CH:20]=[CH:21][C:14]([O:13][CH3:12])=[CH:15][CH:16]=1)=[O:11]. (3) Given the reactants [CH:1]([O:4]C(=O)C1C=CC([O:4][CH:1]([CH3:3])[CH3:2])=C(N)C=1)([CH3:3])[CH3:2].C[C:19]1[CH:27]=[CH:26][C:22]([C:23]([NH2:25])=O)=[CH:21][C:20]=1[NH:28][C:29](N)=[S:30], predict the reaction product. The product is: [CH:1]([O:4][C:19]1[CH:27]=[CH:26][C:22]([C:23]#[N:25])=[CH:21][C:20]=1[N:28]=[C:29]=[S:30])([CH3:3])[CH3:2]. (4) The product is: [Cl:21][C:22]1[CH:23]=[C:24]2[C:29](=[CH:30][CH:31]=1)[CH:28]=[C:27]([S:32]([CH2:35][CH2:36][CH2:37][N:8]1[C:7]3([CH2:13][CH2:12][N:11]([C:14]([O:16][C:17]([CH3:20])([CH3:19])[CH3:18])=[O:15])[CH2:10][CH2:9]3)[S:6][CH2:5][C:4]1=[O:3])(=[O:34])=[O:33])[CH:26]=[CH:25]2. Given the reactants [H-].[Na+].[O:3]=[C:4]1[NH:8][C:7]2([CH2:13][CH2:12][N:11]([C:14]([O:16][C:17]([CH3:20])([CH3:19])[CH3:18])=[O:15])[CH2:10][CH2:9]2)[S:6][CH2:5]1.[Cl:21][C:22]1[CH:23]=[C:24]2[C:29](=[CH:30][CH:31]=1)[CH:28]=[C:27]([S:32]([CH2:35][CH2:36][CH2:37]Cl)(=[O:34])=[O:33])[CH:26]=[CH:25]2.ClC1C=C2C(=CC=1)C=C(S(CCCBr)(=O)=O)C=C2, predict the reaction product. (5) Given the reactants P(Cl)(Cl)([Cl:3])=O.C(OC(=O)[N:12]([C@H:14]([C:16](=[O:42])[NH:17][C@H:18]1[CH2:24][S:23][C:22]2[C:25]([NH2:29])=[CH:26][CH:27]=[CH:28][C:21]=2[N:20]([CH2:30][C:31]2[C:40]3[C:35](=[CH:36][CH:37]=[CH:38][CH:39]=3)[CH:34]=[CH:33][CH:32]=2)[C:19]1=[O:41])[CH3:15])[CH3:13])(C)(C)C.[O:44]=[C:45]([CH3:52])[CH2:46][CH2:47][CH2:48][C:49](O)=[O:50].Cl, predict the reaction product. The product is: [ClH:3].[CH3:13][NH:12][C@@H:14]([CH3:15])[C:16]([NH:17][C@H:18]1[CH2:24][S:23][C:22]2[C:25]([NH:29][C:49](=[O:50])[CH2:48][CH2:47][CH2:46][C:45](=[O:44])[CH3:52])=[CH:26][CH:27]=[CH:28][C:21]=2[N:20]([CH2:30][C:31]2[C:40]3[C:35](=[CH:36][CH:37]=[CH:38][CH:39]=3)[CH:34]=[CH:33][CH:32]=2)[C:19]1=[O:41])=[O:42]. (6) Given the reactants CO[C:3]([C:5]1[CH:6]=[C:7]([CH:15]2[CH2:20][CH2:19][O:18][CH2:17][CH2:16]2)[N:8]2[C:13]=1[C:12]([Cl:14])=[CH:11][CH:10]=[CH:9]2)=[O:4].Cl.[F:22][C:23]1([F:31])[CH2:28][CH2:27][CH:26]([CH2:29][NH2:30])[CH2:25][CH2:24]1.C(N(C(C)C)C(C)C)C.N12CCN(CC1)CC2.C[Al](C)C, predict the reaction product. The product is: [Cl:14][C:12]1[C:13]2[N:8]([C:7]([CH:15]3[CH2:16][CH2:17][O:18][CH2:19][CH2:20]3)=[CH:6][C:5]=2[C:3]([NH:30][CH2:29][CH:26]2[CH2:27][CH2:28][C:23]([F:31])([F:22])[CH2:24][CH2:25]2)=[O:4])[CH:9]=[CH:10][CH:11]=1. (7) Given the reactants [C:1]1([C:19]2[CH:24]=[CH:23][CH:22]=[CH:21][CH:20]=2)[CH:6]=[CH:5][C:4]([CH2:7][O:8][C:9]2[CH:18]=[CH:17][C:12]([O:13][CH2:14][CH2:15]O)=[CH:11][CH:10]=2)=[CH:3][CH:2]=1.[Br:25]C(Br)(Br)Br.C1(P(C2C=CC=CC=2)C2C=CC=CC=2)C=CC=CC=1, predict the reaction product. The product is: [Br:25][CH2:15][CH2:14][O:13][C:12]1[CH:17]=[CH:18][C:9]([O:8][CH2:7][C:4]2[CH:5]=[CH:6][C:1]([C:19]3[CH:24]=[CH:23][CH:22]=[CH:21][CH:20]=3)=[CH:2][CH:3]=2)=[CH:10][CH:11]=1. (8) Given the reactants [CH3:1][N:2]([C:20]1[CH:21]=[CH:22][CH:23]=[CH:24][N:25]=1)[CH2:3][CH2:4][O:5][C:6]1[CH:7]=[CH:8][C:9]([CH2:12][CH:13]2[S:19][C:17](=[O:18])[NH:16][C:14]2=[O:15])=[CH:10][CH:11]=1.[BrH:26], predict the reaction product. The product is: [CH3:1][N:2]([C:20]1[CH:21]=[CH:22][CH:23]=[CH:24][N:25]=1)[CH2:3][CH2:4][O:5][C:6]1[CH:11]=[CH:10][C:9]([CH2:12][CH:13]2[S:19][C:17](=[O:18])[NH:16][C:14]2=[O:15])=[CH:8][CH:7]=1.[BrH:26]. (9) Given the reactants [C:1]([O:5][C@@H:6]([C:12]1[C:21]([CH3:22])=[CH:20][C:19]2[C:14](=[CH:15][C:16]([F:25])=[C:17]([CH:23]=[CH2:24])[CH:18]=2)[C:13]=1[O:26][S:27]([C:30]([F:33])([F:32])[F:31])(=[O:29])=[O:28])[C:7]([O:9][CH2:10][CH3:11])=[O:8])([CH3:4])([CH3:3])[CH3:2], predict the reaction product. The product is: [C:1]([O:5][C@@H:6]([C:12]1[C:21]([CH3:22])=[CH:20][C:19]2[C:14](=[CH:15][C:16]([F:25])=[C:17]([CH2:23][CH3:24])[CH:18]=2)[C:13]=1[O:26][S:27]([C:30]([F:32])([F:33])[F:31])(=[O:29])=[O:28])[C:7]([O:9][CH2:10][CH3:11])=[O:8])([CH3:3])([CH3:4])[CH3:2]. (10) Given the reactants Cl[CH2:2][C:3]([NH:5][C:6]1[CH:25]=[CH:24][C:9]2[N:10]=[C:11]([NH:14][C@H:15]3[C:23]4[C:18](=[CH:19][CH:20]=[CH:21][CH:22]=4)[CH2:17][CH2:16]3)[O:12][CH2:13][C:8]=2[CH:7]=1)=[O:4].[CH3:26][O:27][CH2:28][CH:29]1[CH2:34][NH:33][CH2:32][CH2:31][N:30]1[CH3:35].C(N(C(C)C)CC)(C)C, predict the reaction product. The product is: [C@H:15]1([NH:14][C:11]2[O:12][CH2:13][C:8]3[CH:7]=[C:6]([NH:5][C:3](=[O:4])[CH2:2][N:33]4[CH2:32][CH2:31][N:30]([CH3:35])[CH:29]([CH2:28][O:27][CH3:26])[CH2:34]4)[CH:25]=[CH:24][C:9]=3[N:10]=2)[C:23]2[C:18](=[CH:19][CH:20]=[CH:21][CH:22]=2)[CH2:17][CH2:16]1.